Task: Binary Classification. Given a miRNA mature sequence and a target amino acid sequence, predict their likelihood of interaction.. Dataset: Experimentally validated miRNA-target interactions with 360,000+ pairs, plus equal number of negative samples (1) The miRNA is hsa-miR-4436b-5p with sequence GUCCACUUCUGCCUGCCCUGCC. The protein sequence of the target gene is MYLLPLPAAARVALRRLGVRGLWDRGLSTADMTKGLVLGIYAKDKDDDLPQFTSAGESFNKLVSGKLREMLNISGPPLKAGKTRTFYGLHQDFPSVVVVGLGKRSAGVDDQENWHEGKENIRAAVAAGCRQVQDLELPSVEVDPCGDAQAAAEGAVLGLYEYDDLKQKKKVAVSAKLHGSGDLEAWEKGVLFASGQNLARHLMESPANEMTPTRFAEIIEKNLKSASSKTKVHIRPKSWIEEQEMGSFLSVAKGSEEPPVFLEIHYMGSPNATEAPLVFVGKGITFDSGGISIKASANMD.... Result: 0 (no interaction). (2) The miRNA is hsa-miR-6502-5p with sequence AGCUCUAGAAAGAUUGUUGACC. The protein sequence of the target gene is MPGPATDAGKIPFCDAKEEIRAGLESSEGGGGPERPGARGQRQNIVWRNVVLMSLLHLGAVYSLVLIPKAKPLTLLWAYFCFLLAALGVTAGAHRLWSHRSYRAKLPLRIFLAVANSMAFQNDIFEWSRDHRAHHKYSETDADPHNARRGFFFSHIGWLFVRKHRDVIEKGRKLDVTDLLADPVVRIQRKYYKISVVLMCFVVPTLVPWYIWGESLWNSYFLASILRYTISLNISWLVNSAAHMYGNRPYDKHISPRQNPLVALGAIGEGFHNYHHTFPFDYSASEFGLNFNPTTWFIDF.... Result: 1 (interaction). (3) The miRNA is hsa-miR-2277-3p with sequence UGACAGCGCCCUGCCUGGCUC. The protein sequence of the target gene is MALSMPLNGLKEEDKEPLIELFVKAGSDGESIGNCPFSQRLFMILWLKGVVFSVTTVDLKRKPADLQNLAPGTHPPFITFNSEVKTDVNKIEEFLEEVLCPPKYLKLSPKHPESNTAGMDIFAKFSAYIKNSRPEANEALERGLLKTLQKLDEYLNSPLPDEIDENSMEDIKFSTRRFLDGDEMTLADCNLLPKLHIVKVVAKKYRNFDIPKGMTGIWRYLTNAYSRDEFTNTCPSDKEVEIAYSDVAKRLTK. Result: 0 (no interaction). (4) The protein sequence of the target gene is MDPPRPALLALLALPALLLLLLAGARAEEEMLENVSLVCPKDATRFKHLRKYTYNYEAESSSGVPGTADSRSATRINCKVELEVPQLCSFILKTSQCTLKEVYGFNPEGKALLKKTKNSEEFAAAMSRYELKLAIPEGKQVFLYPEKDEPTYILNIKRGIISALLVPPETEEAKQVLFLDTVYGNCSTHFTVKTRKGNVATEISTERDLGQCDRFKPIRTGISPLALIKGMTRPLSTLISSSQSCQYTLDAKRKHVAEAICKEQHLFLPFSYKNKYGMVAQVTQTLKLEDTPKINSRFFG.... The miRNA is hsa-miR-144-5p with sequence GGAUAUCAUCAUAUACUGUAAG. Result: 0 (no interaction). (5) The miRNA is hsa-miR-6889-3p with sequence UCUGUGCCCCUACUUCCCAG. The protein sequence of the target gene is MRTEAQVPALQPPEPGLEGAMGHRTLVLPWVLLTLCVTAGTPEVWVQVRMEATELSSFTIRCGFLGSGSISLVTVSWGGPNGAGGTTLAVLHPERGIRQWAPARQARWETQSSISLILEGSGASSPCANTTFCCKFASFPEGSWEACGSLPPSSDPGLSAPPTPAPILRADLAGILGVSGVLLFGCVYLLHLLRRHKHRPAPRLQPSRTSPQAPRARAWAPSQASQAALHVPYATINTSCRPATLDTAHPHGGPSWWASLPTHAAHRPQGPAAWASTPIPARGSFVSVENGLYAQAGERP.... Result: 1 (interaction). (6) The miRNA is hsa-miR-4695-3p with sequence UGAUCUCACCGCUGCCUCCUUC. The protein sequence of the target gene is MALSQGLLTFRDVAIEFSQEEWKCLDPAQRTLYRDVMLENYRNLVSLDISSKCMMKEFSSTAQGNTEVIHTGTLQRHERHHIGDFCFQEMEKDIHDFEFQWKEDERNSHEAPMTEIKQLTGSTNRHDQRHAGNKPIKDQLGSSFHSHLPELHMFQTEGKIGNQVEKSINSASLVSTSQRISCRPKTHISKNYGNNFLNSSLLTQKQEVHMREKSFQCNESGKAFNYSSVLRKHQIIHLGAKQYKCDVCGKVFNQKRYLACHRRCHTGKKPYKCNDCGKTFSQELTLTCHHRLHTGEKHYK.... Result: 1 (interaction).